Dataset: Catalyst prediction with 721,799 reactions and 888 catalyst types from USPTO. Task: Predict which catalyst facilitates the given reaction. (1) Reactant: [CH2:1]([CH:3]1[CH2:12][CH2:11][C:10]2[C:5](=[CH:6][CH:7]=[C:8]([O:13][CH3:14])[CH:9]=2)[C:4]1=O)[CH3:2].[BH4-].[Na+].Cl. Product: [CH2:1]([C:3]1[CH2:12][CH2:11][C:10]2[C:5]([CH:4]=1)=[CH:6][CH:7]=[C:8]([O:13][CH3:14])[CH:9]=2)[CH3:2]. The catalyst class is: 5. (2) Reactant: [NH2:1][CH2:2][C@@H:3]([C:8]1[CH:13]=[CH:12][CH:11]=[CH:10][CH:9]=1)[CH2:4][C:5]([OH:7])=[O:6].C([O-])([O-])=O.[K+].[K+].[CH3:20][C:21]([O:24][C:25](O[C:25]([O:24][C:21]([CH3:23])([CH3:22])[CH3:20])=[O:26])=[O:26])([CH3:23])[CH3:22]. Product: [C:21]([O:24][C:25]([NH:1][CH2:2][C@@H:3]([C:8]1[CH:13]=[CH:12][CH:11]=[CH:10][CH:9]=1)[CH2:4][C:5]([OH:7])=[O:6])=[O:26])([CH3:23])([CH3:22])[CH3:20]. The catalyst class is: 3. (3) Reactant: [Br:1][C:2]1[CH:3]=[C:4]([C:8]2[CH:16]=[CH:15][CH:14]=[C:13]3[C:9]=2[CH2:10][C:11](=[O:17])[NH:12]3)[CH:5]=[CH:6][CH:7]=1.[CH3:18][C:19]1[C:23]([C:24]([N:26]2[CH2:31][CH2:30][N:29]([CH3:32])[CH2:28][CH2:27]2)=[O:25])=[C:22]([CH3:33])[NH:21][C:20]=1[CH:34]=O. Product: [Br:1][C:2]1[CH:3]=[C:4]([C:8]2[CH:16]=[CH:15][CH:14]=[C:13]3[C:9]=2[C:10](=[CH:34][C:20]2[NH:21][C:22]([CH3:33])=[C:23]([C:24]([N:26]4[CH2:27][CH2:28][N:29]([CH3:32])[CH2:30][CH2:31]4)=[O:25])[C:19]=2[CH3:18])[C:11](=[O:17])[NH:12]3)[CH:5]=[CH:6][CH:7]=1. The catalyst class is: 360. (4) Reactant: [F:1][C:2]1[CH:10]=[C:9]2[C:5]([CH:6]=[CH:7][NH:8]2)=[CH:4][CH:3]=1.[H-].[Na+].[CH3:13][CH:14]([Si:16](Cl)([CH:20]([CH3:22])[CH3:21])[CH:17]([CH3:19])[CH3:18])[CH3:15]. Product: [F:1][C:2]1[CH:10]=[C:9]2[C:5]([CH:6]=[CH:7][N:8]2[Si:16]([CH:20]([CH3:22])[CH3:21])([CH:17]([CH3:19])[CH3:18])[CH:14]([CH3:15])[CH3:13])=[CH:4][CH:3]=1. The catalyst class is: 1. (5) Reactant: [C:1]([C:5]1[CH:9]=[C:8]([NH2:10])[N:7]([CH3:11])[N:6]=1)([CH3:4])([CH3:3])[CH3:2].N1C=CC=CC=1.Cl[C:19]([O:21][CH2:22][C:23]([Cl:26])([Cl:25])[Cl:24])=[O:20].O. Product: [C:1]([C:5]1[CH:9]=[C:8]([NH:10][C:19](=[O:20])[O:21][CH2:22][C:23]([Cl:26])([Cl:25])[Cl:24])[N:7]([CH3:11])[N:6]=1)([CH3:4])([CH3:2])[CH3:3]. The catalyst class is: 7. (6) Reactant: [CH3:1][C:2]1[N:3]=[C:4]([N:12]2[CH2:16][CH2:15][NH:14][C:13]2=[O:17])[S:5][C:6]=1[C:7]([O:9][CH2:10][CH3:11])=[O:8].[F:18][CH:19]([F:27])[C:20]1[O:24][C:23]([CH2:25]O)=[CH:22][CH:21]=1.N(C(N(C)C)=O)=NC(N(C)C)=O. Product: [F:18][CH:19]([F:27])[C:20]1[O:24][C:23]([CH2:25][N:14]2[CH2:15][CH2:16][N:12]([C:4]3[S:5][C:6]([C:7]([O:9][CH2:10][CH3:11])=[O:8])=[C:2]([CH3:1])[N:3]=3)[C:13]2=[O:17])=[CH:22][CH:21]=1. The catalyst class is: 7. (7) Reactant: S(Cl)([Cl:3])=O.O[CH2:6][C:7]1[CH:8]=[CH:9][C:10]([C:13]#[N:14])=[N:11][CH:12]=1. Product: [ClH:3].[Cl:3][CH2:6][C:7]1[CH:8]=[CH:9][C:10]([C:13]#[N:14])=[N:11][CH:12]=1. The catalyst class is: 4. (8) The catalyst class is: 25. Product: [CH3:35][S:32]([OH:36])(=[O:34])=[O:33].[C:1]([C:5]1[CH:6]=[C:7]([C:11]2[NH:31][C:14]3[C:15]([O:29][CH3:30])=[N:16][C:17]([C:19]4[CH:24]=[CH:23][CH:22]=[CH:21][C:20]=4[C:25]([F:27])([F:28])[F:26])=[CH:18][C:13]=3[N:12]=2)[N:8]([CH3:10])[N:9]=1)([CH3:4])([CH3:2])[CH3:3]. Reactant: [C:1]([C:5]1[CH:6]=[C:7]([C:11]2[NH:31][C:14]3[C:15]([O:29][CH3:30])=[N:16][C:17]([C:19]4[CH:24]=[CH:23][CH:22]=[CH:21][C:20]=4[C:25]([F:28])([F:27])[F:26])=[CH:18][C:13]=3[N:12]=2)[N:8]([CH3:10])[N:9]=1)([CH3:4])([CH3:3])[CH3:2].[S:32]([OH:36])([CH3:35])(=[O:34])=[O:33]. (9) Reactant: [CH3:1][C:2]1[CH:13]=[CH:12][C:5]2[NH:6][C:7](=[O:11])[O:8][C:9](=[O:10])[C:4]=2[CH:3]=1.[H-].[Na+].Br.Br[CH2:18][C:19]1[CH:24]=[CH:23][CH:22]=[CH:21][N:20]=1. Product: [CH3:1][C:2]1[CH:13]=[CH:12][C:5]2[N:6]([CH2:18][C:19]3[CH:24]=[CH:23][CH:22]=[CH:21][N:20]=3)[C:7](=[O:11])[O:8][C:9](=[O:10])[C:4]=2[CH:3]=1. The catalyst class is: 3.